Dataset: Full USPTO retrosynthesis dataset with 1.9M reactions from patents (1976-2016). Task: Predict the reactants needed to synthesize the given product. Given the product [Cl:44][CH2:30][C:26]1[CH:25]=[C:24]([C:23]2[N:18]3[N:17]=[C:16]([NH:15][C:12]4[CH:13]=[CH:14][C:9]([O:8][CH2:7][CH2:6][N:1]5[CH2:5][CH2:4][CH2:3][CH2:2]5)=[CH:10][CH:11]=4)[N:32]=[C:19]3[CH:20]=[CH:21][CH:22]=2)[CH:29]=[CH:28][CH:27]=1, predict the reactants needed to synthesize it. The reactants are: [N:1]1([CH2:6][CH2:7][O:8][C:9]2[CH:14]=[CH:13][C:12]([NH:15][C:16]3[N:32]=[C:19]4[CH:20]=[CH:21][CH:22]=[C:23]([C:24]5[CH:25]=[C:26]([CH2:30]O)[CH:27]=[CH:28][CH:29]=5)[N:18]4[N:17]=3)=[CH:11][CH:10]=2)[CH2:5][CH2:4][CH2:3][CH2:2]1.C(N(CC)CC)C.CS([Cl:44])(=O)=O.